From a dataset of Aqueous solubility values for 9,982 compounds from the AqSolDB database. Regression/Classification. Given a drug SMILES string, predict its absorption, distribution, metabolism, or excretion properties. Task type varies by dataset: regression for continuous measurements (e.g., permeability, clearance, half-life) or binary classification for categorical outcomes (e.g., BBB penetration, CYP inhibition). For this dataset (solubility_aqsoldb), we predict Y. (1) The drug is CCCOC. The Y is -0.386 log mol/L. (2) The compound is C1CCNCC1. The Y is 1.07 log mol/L. (3) The compound is O=C(O)c1nc[nH]c1C(=O)O. The Y is -2.49 log mol/L. (4) The drug is CCCCC(CC)COCOCC(CC)CCCC. The Y is -5.44 log mol/L. (5) The molecule is CCCCN(C)C(=O)Nc1ccc(Cl)c(Cl)c1. The Y is -4.76 log mol/L. (6) The drug is CCCOC(=O)/C(O)=C/Oc1ccccc1. The Y is -1.62 log mol/L. (7) The drug is CCNc1nc(NC(C)(C)C)nc(SC)n1. The Y is -3.98 log mol/L.